From a dataset of Forward reaction prediction with 1.9M reactions from USPTO patents (1976-2016). Predict the product of the given reaction. (1) Given the reactants CC1C(N=C=O)=CC([N:8]=C=O)=CC=1.CCCCO[C@H](CO)CC.C([O-])(=O)C.C([O-])(=O)C.C([Sn+2]CCCC)CCC.COC1C=CC(O)=CC=1.[C:50]([O:54][CH2:55][CH2:56]O)(=[O:53])[CH:51]=[CH2:52], predict the reaction product. The product is: [C:50]([OH:54])(=[O:53])[CH:51]=[CH2:52].[NH2:8][C:50]([O:54][CH2:55][CH3:56])=[O:53]. (2) Given the reactants [C:1]([O:4][C@@H:5]1[C@H:9]([O:10][C:11](=[O:13])[CH3:12])[C@@H:8]([C:14]#[CH:15])[O:7][C@H:6]1[N:16]1[CH:24]=[N:23][C:22]2[C:17]1=[N:18][CH:19]=[N:20][C:21]=2Cl)(=[O:3])[CH3:2].[Br:26][C:27]1[CH:33]=[C:32]([F:34])[CH:31]=[CH:30][C:28]=1[NH2:29], predict the reaction product. The product is: [C:1]([O:4][C@@H:5]1[C@H:9]([O:10][C:11](=[O:13])[CH3:12])[C@@H:8]([C:14]#[CH:15])[O:7][C@H:6]1[N:16]1[CH:24]=[N:23][C:22]2[C:17]1=[N:18][CH:19]=[N:20][C:21]=2[NH:29][C:28]1[CH:30]=[CH:31][C:32]([F:34])=[CH:33][C:27]=1[Br:26])(=[O:3])[CH3:2].